This data is from Forward reaction prediction with 1.9M reactions from USPTO patents (1976-2016). The task is: Predict the product of the given reaction. (1) Given the reactants [CH3:1][N:2]([CH3:10])[C:3](=[O:9])[C:4]([O:6]CC)=O.[CH3:11][C:12]([CH3:17])([CH3:16])[C:13](=[O:15])[CH3:14].CC(C)([O-])C.[K+].C(O)(=O)C, predict the reaction product. The product is: [CH3:10][N:2]([CH3:1])[C:3](=[O:9])[C:4](=[O:6])[CH2:14][C:13](=[O:15])[C:12]([CH3:17])([CH3:16])[CH3:11]. (2) Given the reactants [NH2:1][C:2]1[CH:31]=[CH:30][C:5]([CH2:6][C:7]2[NH:15][C:14]3[C:13](=[O:16])[N:12]([CH2:17][C:18]4[CH:23]=[CH:22][CH:21]=[CH:20][C:19]=4[F:24])[C:11](=[O:25])[N:10]([CH2:26][CH2:27][CH2:28][CH3:29])[C:9]=3[N:8]=2)=[CH:4][CH:3]=1.[N+:32]([C:35]1[CH:36]=[C:37]([S:41](Cl)(=[O:43])=[O:42])[CH:38]=[CH:39][CH:40]=1)([O-:34])=[O:33], predict the reaction product. The product is: [CH2:26]([N:10]1[C:9]2[N:8]=[C:7]([CH2:6][C:5]3[CH:4]=[CH:3][C:2]([NH:1][S:41]([C:37]4[CH:38]=[CH:39][CH:40]=[C:35]([N+:32]([O-:34])=[O:33])[CH:36]=4)(=[O:42])=[O:43])=[CH:31][CH:30]=3)[NH:15][C:14]=2[C:13](=[O:16])[N:12]([CH2:17][C:18]2[CH:23]=[CH:22][CH:21]=[CH:20][C:19]=2[F:24])[C:11]1=[O:25])[CH2:27][CH2:28][CH3:29]. (3) Given the reactants I[C:2]1[C:10]2[C:5](=[CH:6][N:7]=[C:8]([C:11]3[CH:12]=[N:13][CH:14]=[CH:15][CH:16]=3)[CH:9]=2)[NH:4][N:3]=1.[O:17]1[CH2:22][CH2:21][CH2:20][C:19](B2OC(C)(C)C(C)(C)O2)=[CH:18]1.C([O-])([O-])=O.[Na+].[Na+], predict the reaction product. The product is: [O:17]1[CH:18]=[C:19]([C:2]2[C:10]3[C:5](=[CH:6][N:7]=[C:8]([C:11]4[CH:12]=[N:13][CH:14]=[CH:15][CH:16]=4)[CH:9]=3)[NH:4][N:3]=2)[CH2:20][CH2:21][CH2:22]1. (4) Given the reactants [F:1][CH:2]([F:22])[C:3]1[CH:4]=[C:5]2[C:10](=[CH:11][CH:12]=1)[CH:9]=[C:8](B1OC(C)(C)C(C)(C)O1)[CH:7]=[CH:6]2.[Cl:23][C:24]1[CH:25]=[C:26]([CH2:30][N:31]2[CH:35]=[CH:34][N:33]=[C:32]2[CH3:36])[N:27]=[N:28][CH:29]=1, predict the reaction product. The product is: [ClH:23].[F:22][CH:2]([F:1])[C:3]1[CH:4]=[C:5]2[C:10](=[CH:11][CH:12]=1)[CH:9]=[C:8]([C:24]1[CH:25]=[C:26]([CH2:30][N:31]3[CH:35]=[CH:34][N:33]=[C:32]3[CH3:36])[N:27]=[N:28][CH:29]=1)[CH:7]=[CH:6]2. (5) Given the reactants Cl[C:2]1[C:3]2[NH:10][CH:9]=[CH:8][C:4]=2[N:5]=[CH:6][N:7]=1.[F:11][C:12]1[CH:25]=[CH:24][C:15]([O:16][C:17]2[CH:22]=[CH:21][C:20]([OH:23])=[CH:19][CH:18]=2)=[CH:14][CH:13]=1.O[CH:27]1[CH2:30][N:29]([C:31]([O:33]C(C)(C)C)=O)[CH2:28]1.[C:38](Cl)(=O)[CH:39]=C, predict the reaction product. The product is: [F:11][C:12]1[CH:25]=[CH:24][C:15]([O:16][C:17]2[CH:22]=[CH:21][C:20]([O:23][C:2]3[C:3]4[N:10]([CH:27]5[CH2:28][N:29]([C:31](=[O:33])[CH:38]=[CH2:39])[CH2:30]5)[CH:9]=[CH:8][C:4]=4[N:5]=[CH:6][N:7]=3)=[CH:19][CH:18]=2)=[CH:14][CH:13]=1. (6) Given the reactants [Cl:1][C:2]1[CH:7]=[CH:6][C:5](F)=[C:4]([N+:9]([O-:11])=[O:10])[CH:3]=1.[NH2:12][CH:13]1[CH2:17][N:16]([CH2:18][C:19]2[CH:24]=[CH:23][C:22]([O:25][CH3:26])=[CH:21][CH:20]=2)[C:15](=[O:27])[CH2:14]1.C([O-])([O-])=O.[K+].[K+], predict the reaction product. The product is: [Cl:1][C:2]1[CH:7]=[CH:6][C:5]([NH:12][CH:13]2[CH2:17][N:16]([CH2:18][C:19]3[CH:24]=[CH:23][C:22]([O:25][CH3:26])=[CH:21][CH:20]=3)[C:15](=[O:27])[CH2:14]2)=[C:4]([N+:9]([O-:11])=[O:10])[CH:3]=1.